This data is from Reaction yield outcomes from USPTO patents with 853,638 reactions. The task is: Predict the reaction yield, written as a fraction of the theoretical maximum amount of product (1.0 means a 100% yield; for example, 0.34 means a 34% yield). (1) The reactants are [C:1]1([CH2:7][CH2:8][CH2:9][CH2:10][CH2:11][CH2:12][CH2:13][NH:14][C:15]([C:17]2[CH:18]=[C:19]([C:31]3[CH:36]=[CH:35][CH:34]=[C:33]([CH3:37])[CH:32]=3)[C:20]([OH:30])=[C:21]([C:23]3[CH:28]=[CH:27][CH:26]=[C:25]([CH3:29])[CH:24]=3)[CH:22]=2)=[O:16])[CH:6]=[CH:5][CH:4]=[CH:3][CH:2]=1.C([O-])([O-])=O.[K+].[K+].Br[CH2:45][C:46]([O:48][C:49]([CH3:52])([CH3:51])[CH3:50])=[O:47].CCOC(C)=O. The catalyst is CN(C=O)C.O. The product is [C:49]([O:48][C:46](=[O:47])[CH2:45][O:30][C:20]1[C:19]([C:31]2[CH:36]=[CH:35][CH:34]=[C:33]([CH3:37])[CH:32]=2)=[CH:18][C:17]([C:15](=[O:16])[NH:14][CH2:13][CH2:12][CH2:11][CH2:10][CH2:9][CH2:8][CH2:7][C:1]2[CH:6]=[CH:5][CH:4]=[CH:3][CH:2]=2)=[CH:22][C:21]=1[C:23]1[CH:28]=[CH:27][CH:26]=[C:25]([CH3:29])[CH:24]=1)([CH3:52])([CH3:51])[CH3:50]. The yield is 0.600. (2) The reactants are [Cl:1][C:2]1[CH:3]=[C:4]([CH:27]=[CH:28][CH:29]=1)[CH2:5][N:6]1[C:14]2[CH:13]=[CH:12][C:11](=[O:15])[N:10]([C:16]3[CH:21]=[CH:20][CH:19]=[CH:18][CH:17]=3)[C:9]=2[CH:8]=[C:7]1[C:22]([O:24]CC)=O.O.[NH2:31][NH2:32]. The yield is 0.310. The product is [Cl:1][C:2]1[CH:3]=[C:4]([CH:27]=[CH:28][CH:29]=1)[CH2:5][N:6]1[C:14]2[CH:13]=[CH:12][C:11](=[O:15])[N:10]([C:16]3[CH:17]=[CH:18][CH:19]=[CH:20][CH:21]=3)[C:9]=2[CH:8]=[C:7]1[C:22]([NH:31][NH2:32])=[O:24]. The catalyst is C(OCCO)C. (3) The reactants are Cl[C:2]1[N:11]=[CH:10][C:9]2[N:8]([C:12]3[CH:17]=[CH:16][CH:15]=[CH:14][CH:13]=3)[C:7](=[O:18])[C:6]([CH3:20])([CH3:19])[N:5]([CH2:21][CH2:22][CH:23]([CH3:25])[CH3:24])[C:4]=2[N:3]=1.[NH2:26][C:27]1[CH:28]=[C:29]2[C:33](=[CH:34][CH:35]=1)[NH:32][N:31]=[CH:30]2.FC(F)(F)C(O)=O. The catalyst is C(O)C(F)(F)F.C(OCC)(=O)C. The product is [NH:32]1[C:33]2[C:29](=[CH:28][C:27]([NH:26][C:2]3[N:11]=[CH:10][C:9]4[N:8]([C:12]5[CH:17]=[CH:16][CH:15]=[CH:14][CH:13]=5)[C:7](=[O:18])[C:6]([CH3:20])([CH3:19])[N:5]([CH2:21][CH2:22][CH:23]([CH3:24])[CH3:25])[C:4]=4[N:3]=3)=[CH:35][CH:34]=2)[CH:30]=[N:31]1. The yield is 0.300. (4) The reactants are COC1C=CC(C[O:8][CH2:9][CH2:10][C:11]2[NH:15][N:14]=[C:13]([NH2:16])[CH:12]=2)=CC=1. The catalyst is C(O)(C(F)(F)F)=O. The product is [NH2:16][C:13]1[CH:12]=[C:11]([CH2:10][CH2:9][OH:8])[NH:15][N:14]=1. The yield is 0.380. (5) The reactants are [F:1][C:2]1([F:12])[CH2:7][CH2:6][N:5]([S:8]([NH2:11])(=[O:10])=[O:9])[CH2:4][CH2:3]1.C(N(CC)CC)C.[C:20](O[C:20]([O:22][C:23]([CH3:26])([CH3:25])[CH3:24])=[O:21])([O:22][C:23]([CH3:26])([CH3:25])[CH3:24])=[O:21].Cl. The catalyst is CN(C1C=CN=CC=1)C.C1(C)C=CC=CC=1. The product is [C:23]([O:22][C:20](=[O:21])[NH:11][S:8]([N:5]1[CH2:4][CH2:3][C:2]([F:1])([F:12])[CH2:7][CH2:6]1)(=[O:9])=[O:10])([CH3:26])([CH3:25])[CH3:24]. The yield is 0.910. (6) The reactants are [Br:1][C:2]1[CH:3]=[C:4]2[C:9](=[CH:10][CH:11]=1)[C:7](=[O:8])O[CH2:5]2.C1C(=O)N(Br)C(=O)C1.CC(N=NC(C#N)(C)C)(C#N)C.[CH:32]1[CH:33]=[CH:34][C:35]([CH2:38][CH2:39][NH:40][NH2:41])=[CH:36][CH:37]=1.OS(O)(=O)=O.C([O-])(O)=O.[Na+]. The catalyst is C(Cl)(Cl)(Cl)Cl.C(O)C.C(OCC)C. The product is [Br:1][C:2]1[CH:3]=[C:4]2[C:9](=[CH:10][CH:11]=1)[C:7](=[O:8])[N:40]([CH2:39][CH2:38][C:35]1[CH:36]=[CH:37][CH:32]=[CH:33][CH:34]=1)[N:41]=[CH:5]2. The yield is 0.650. (7) The reactants are [H-].[Na+].[CH3:3][OH:4].[CH3:5][O:6][CH2:7][O:8][C:9]1[CH:16]=[CH:15][C:12]([CH:13]=O)=[CH:11][CH:10]=1.[C:17]([O:21]C)(=[O:20])[CH:18]=[CH2:19]. The catalyst is C1COCC1.O. The product is [CH3:5][O:6][CH2:7][O:8][C:9]1[CH:16]=[CH:15][C:12](/[CH:13]=[C:18](\[CH2:19][O:4][CH3:3])/[C:17]([OH:21])=[O:20])=[CH:11][CH:10]=1. The yield is 0.470.